From a dataset of Experimentally validated miRNA-target interactions with 360,000+ pairs, plus equal number of negative samples. Binary Classification. Given a miRNA mature sequence and a target amino acid sequence, predict their likelihood of interaction. (1) The miRNA is cel-miR-354-3p with sequence ACCUUGUUUGUUGCUGCUCCU. The protein sequence of the target gene is MGSADSKLNFRKAVIQLTTKTQPVEATDNAFWDQFWADTATSVQDVFALVPAAEIRAVREESPSNLATLCYKAVEKLVQGAEGGCHSEKEKQVVLNCSRLLTRVLPYIFEDPDWRGFFWSTVPGAGRGGQGEEEDENARPLAESLLLAIADLLFCPDFTVQNHRRNDVDSAEDVHSLDSCEYIWEAGVGFAHSPQPNYIHDMNRMELLKLLLTCFSEAMYLPPSPESGSTNPWVQFFCSTENRHALPLFTSLLNTVCAYDPVGYGIPYNHLLFSDYREPLVEEAAQVLIVTLDHDSATST.... Result: 0 (no interaction). (2) The miRNA is hsa-miR-4799-3p with sequence ACUGGCAUGCUGCAUUUAUAUA. The protein sequence of the target gene is MAVALDSQIDAPLEVEGCLIMKVEKDPEWASEPILEGSDSSETFRKCFRQFCYEDVTGPHEAFSKLWELCCRWLKPEMRSKEQILELLVIEQFLTILPEKIQAWAQKQCPQSGEEAVALVVHLEKETGRLRQQVSSPVHREKHSPLGAAWEVADFQPEQVETQPRAVSREEPGSLHSGHQEQLNRKRERRPLPKNARPSPWVPALADEWNTLDQEVTTTRLPAGSQEPVKDVHVARGFSYRKSVHQIPAQRDLYRDFRKENVGNVVSLGSAVSTSNKITRLEQRKEPWTLGLHSSNKRSI.... Result: 1 (interaction). (3) The miRNA is hsa-miR-181b-3p with sequence CUCACUGAACAAUGAAUGCAA. The protein sequence of the target gene is MKGPPTFCSLLLLSLLLSPDPTAAFLLPPSTACCTQLYRKPLSDKLLRKVIQVELQEADGDCHLQAFVLHLAQRSICIHPQNPSLSQWFEHQERKLHGTLPKLNFGMLRKMG. Result: 0 (no interaction). (4) The miRNA is hsa-miR-432-3p with sequence CUGGAUGGCUCCUCCAUGUCU. The protein sequence of the target gene is MLAPRGAAVLLLHLVLQRWLAAGAQATPQVFDLLPSSSQRLNPGALLPVLTDPALNDLYVISTFKLQTKSSATIFGLYSSTDNSKYFEFTVMGRLNKAILRYLKNDGKVHLVVFNNLQLADGRRHRILLRLSNLQRGAGSLELYLDCIQVDSVHNLPRAFAGPSQKPETIELRTFQRKPQDFLEELKLVVRGSLFQVASLQDCFLQQSEPLAATGTGDFNRQFLGQMTQLNQLLGEVKDLLRQQVKETSFLRNTIAECQACGPLKFQSPTPSTVVPPAPPAPPTRPPRRCDSNPCFRGVQ.... Result: 0 (no interaction). (5) The miRNA is hsa-miR-617 with sequence AGACUUCCCAUUUGAAGGUGGC. The protein sequence of the target gene is MPKNKKRNTPHRGSSAGGGGSGAAAATAATAGGQHRNVQPFSDEDASIETMSHCSGYSDPSSFAEDGPEVLDEEGTQEDLEYKLKGLIDLTLDKSAKTRQAALEGIKNALASKMLYEFILERRMTLTDSIERCLKKGKSDEQRAAAALASVLCIQLGPGIESEEILKTLGPILKKIICDGSASMQARQTCATCFGVCCFIATDDITELYSTLECLENIFTKSYLKEKDTTVICSTPNTVLHISSLLAWTLLLTICPINEVKKKLEMHFHKLPSLLSCDDVNMRIAAGESLALLFELARGI.... Result: 1 (interaction).